From a dataset of Forward reaction prediction with 1.9M reactions from USPTO patents (1976-2016). Predict the product of the given reaction. (1) The product is: [CH3:1][C:2]1[C:38]([C:39]([F:42])([F:40])[F:41])=[CH:37][CH:36]=[CH:35][C:3]=1[CH2:4][N:5]1[C:10](=[O:11])[C:9]([C:12]([NH:14][C@H:15]([C:17]([OH:19])=[O:18])[CH3:16])=[O:13])=[CH:8][N:7]([C:21]2[CH:22]=[C:23]3[C:27](=[CH:28][CH:29]=2)[N:26]([CH3:30])[C:25](=[O:31])[C:24]3([CH3:33])[CH3:32])[C:6]1=[O:34]. Given the reactants [CH3:1][C:2]1[C:38]([C:39]([F:42])([F:41])[F:40])=[CH:37][CH:36]=[CH:35][C:3]=1[CH2:4][N:5]1[C:10](=[O:11])[C:9]([C:12]([NH:14][C@H:15]([C:17]([O:19]C)=[O:18])[CH3:16])=[O:13])=[CH:8][N:7]([C:21]2[CH:22]=[C:23]3[C:27](=[CH:28][CH:29]=2)[N:26]([CH3:30])[C:25](=[O:31])[C:24]3([CH3:33])[CH3:32])[C:6]1=[O:34].Cl, predict the reaction product. (2) Given the reactants [NH2:1]/[C:2](/[C:6]([CH3:9])([CH3:8])[CH3:7])=[CH:3]\[C:4]#[N:5].O.O.O.O.O.O.O.O.O.O.[S-2:20].[Na+].[Na+].C(OCC)(=O)C, predict the reaction product. The product is: [NH2:1]/[C:2](/[C:6]([CH3:9])([CH3:8])[CH3:7])=[CH:3]\[C:4](=[S:20])[NH2:5]. (3) The product is: [CH2:1]([O:3][N:4]1[CH2:8][CH2:7][CH:6]([Br:10])[C:5]1=[O:11])[CH3:2]. Given the reactants [CH2:1]([O:3][NH:4][C:5](=[O:11])[CH:6]([Br:10])[CH2:7][CH2:8]Br)[CH3:2].[H-].[Na+].BrC(CCBr)C(Br)=O, predict the reaction product. (4) Given the reactants C(OC(=O)[NH:7][CH2:8][CH2:9][O:10][C:11]1[CH:16]=[CH:15][C:14]([F:17])=[CH:13][CH:12]=1)(C)(C)C.[ClH:19], predict the reaction product. The product is: [ClH:19].[F:17][C:14]1[CH:15]=[CH:16][C:11]([O:10][CH2:9][CH2:8][NH2:7])=[CH:12][CH:13]=1. (5) Given the reactants [Cl:1][CH2:2][C:3]([C:5]1[CH:6]=[C:7]2[C:12](=[CH:13][CH:14]=1)[NH:11][C:10](=[O:15])[CH2:9][CH2:8]2)=O.C([SiH](CC)CC)C, predict the reaction product. The product is: [Cl:1][CH2:2][CH2:3][C:5]1[CH:6]=[C:7]2[C:12](=[CH:13][CH:14]=1)[NH:11][C:10](=[O:15])[CH2:9][CH2:8]2. (6) Given the reactants [CH3:1][C:2]1[NH:6][CH:5]=[C:4]([S:7][CH2:8][C:9]([O:11]CC)=[O:10])[C:3]=1[C:14]1[C:23]2[C:18](=[CH:19][CH:20]=[CH:21][CH:22]=2)[CH:17]=[CH:16][CH:15]=1.[OH-].[Na+], predict the reaction product. The product is: [CH3:1][C:2]1[NH:6][CH:5]=[C:4]([S:7][CH2:8][C:9]([OH:11])=[O:10])[C:3]=1[C:14]1[C:23]2[C:18](=[CH:19][CH:20]=[CH:21][CH:22]=2)[CH:17]=[CH:16][CH:15]=1.